This data is from Peptide-MHC class I binding affinity with 185,985 pairs from IEDB/IMGT. The task is: Regression. Given a peptide amino acid sequence and an MHC pseudo amino acid sequence, predict their binding affinity value. This is MHC class I binding data. (1) The peptide sequence is TVIRFWHAM. The MHC is HLA-A30:01 with pseudo-sequence HLA-A30:01. The binding affinity (normalized) is 0.526. (2) The binding affinity (normalized) is 0.872. The MHC is HLA-C15:02 with pseudo-sequence HLA-C15:02. The peptide sequence is FAMTVPLLI.